From a dataset of Forward reaction prediction with 1.9M reactions from USPTO patents (1976-2016). Predict the product of the given reaction. (1) Given the reactants [Br:1][C:2]1[CH:3]=[CH:4][C:5](F)=[C:6]([C:8]2[NH:9][CH:10]=[CH:11][N:12]=2)[CH:7]=1.[H-].[Na+].[CH2:16]1[O:19][CH:17]1[CH3:18], predict the reaction product. The product is: [Br:1][C:2]1[CH:3]=[CH:4][C:5]2[O:19][CH:17]([CH3:18])[CH2:16][N:9]3[CH:10]=[CH:11][N:12]=[C:8]3[C:6]=2[CH:7]=1. (2) The product is: [O:11]=[C:9]1[CH2:8][S:7][C:6]2[N:12]=[CH:13][C:3]([CH:2]=[O:1])=[CH:4][C:5]=2[NH:10]1. Given the reactants [OH:1][CH2:2][C:3]1[CH:13]=[N:12][C:6]2[S:7][CH2:8][C:9](=[O:11])[NH:10][C:5]=2[CH:4]=1, predict the reaction product. (3) The product is: [CH3:8][C:6]1[CH:5]=[CH:4][C:3]([S:9][C:10]2[CH:16]=[CH:15][CH:14]=[CH:13][C:11]=2[N:12]2[CH2:23][CH2:22][NH:21][CH2:20][CH2:19]2)=[C:2]([CH3:1])[CH:7]=1.[ClH:18]. Given the reactants [CH3:1][C:2]1[CH:7]=[C:6]([CH3:8])[CH:5]=[CH:4][C:3]=1[S:9][C:10]1[CH:16]=[CH:15][CH:14]=[CH:13][C:11]=1[NH2:12].Cl.[Cl:18][CH2:19][CH2:20][NH:21][CH2:22][CH2:23]Cl.COCCOCCO, predict the reaction product. (4) Given the reactants [CH3:1][O:2][CH2:3][CH2:4][NH:5][C:6]1[CH:11]=[CH:10][C:9]([N+:12]([O-:14])=[O:13])=[CH:8][CH:7]=1.[H-].[Na+].[CH3:17]I, predict the reaction product. The product is: [CH3:1][O:2][CH2:3][CH2:4][N:5]([CH3:17])[C:6]1[CH:11]=[CH:10][C:9]([N+:12]([O-:14])=[O:13])=[CH:8][CH:7]=1. (5) The product is: [CH2:19]([N:1]1[CH2:6][CH2:5][CH2:4][CH:3]([C:7]2[O:8][C:9]3[C:15]([C:16]([NH2:18])=[O:17])=[CH:14][CH:13]=[CH:12][C:10]=3[N:11]=2)[CH2:2]1)[CH2:20][CH3:21]. Given the reactants [NH:1]1[CH2:6][CH2:5][CH2:4][CH:3]([C:7]2[O:8][C:9]3[C:15]([C:16]([NH2:18])=[O:17])=[CH:14][CH:13]=[CH:12][C:10]=3[N:11]=2)[CH2:2]1.[CH:19](=O)[CH2:20][CH3:21].[H][H], predict the reaction product. (6) Given the reactants FC(F)(F)C(O)=O.[NH2:8][S:9]([C:12]1[CH:17]=[CH:16][C:15]([C:18]2[CH:30]=[CH:29][C:21]([C:22]([O:24]C(C)(C)C)=[O:23])=[C:20]([NH:31][C:32]3[CH:37]=[CH:36][C:35]([F:38])=[CH:34][CH:33]=3)[CH:19]=2)=[CH:14][CH:13]=1)(=[O:11])=[O:10], predict the reaction product. The product is: [NH2:8][S:9]([C:12]1[CH:17]=[CH:16][C:15]([C:18]2[CH:30]=[CH:29][C:21]([C:22]([OH:24])=[O:23])=[C:20]([NH:31][C:32]3[CH:37]=[CH:36][C:35]([F:38])=[CH:34][CH:33]=3)[CH:19]=2)=[CH:14][CH:13]=1)(=[O:11])=[O:10]. (7) Given the reactants [H-].[Na+].[Br:3][C:4]1[CH:13]=[C:12]2[C:7]([CH2:8][CH:9]([NH:15][C:16](=[O:22])[O:17][C:18]([CH3:21])([CH3:20])[CH3:19])[C:10](=[O:14])[NH:11]2)=[N:6][CH:5]=1.IC.[CH3:25]CCCCC, predict the reaction product. The product is: [Br:3][C:4]1[CH:13]=[C:12]2[C:7]([CH2:8][CH:9]([NH:15][C:16](=[O:22])[O:17][C:18]([CH3:19])([CH3:21])[CH3:20])[C:10](=[O:14])[N:11]2[CH3:25])=[N:6][CH:5]=1. (8) The product is: [F:20][C:3]1[C:2]2[N:1]=[CH:21][O:11][C:10]=2[CH:9]=[C:5]([C:6]([OH:8])=[O:7])[C:4]=1[NH:12][C:13]1[CH:18]=[CH:17][CH:16]=[CH:15][C:14]=1[F:19]. Given the reactants [NH2:1][C:2]1[C:10]([OH:11])=[CH:9][C:5]([C:6]([OH:8])=[O:7])=[C:4]([NH:12][C:13]2[CH:18]=[CH:17][CH:16]=[CH:15][C:14]=2[F:19])[C:3]=1[F:20].[C:21]1(C)C=CC(S(O)(=O)=O)=CC=1.C1(C)C=CC(S([O-])(=O)=O)=CC=1.[NH+]1C=CC=CC=1.S(=O)(=O)(O)O.S1(CCCC1)(=O)=O.C(OC)(=O)C.COC(OC)OC, predict the reaction product. (9) Given the reactants Cl.[C:2]([O:6][C:7](=[O:25])[C@@H:8]([NH2:24])[CH2:9][NH:10][C:11]([C:13]1[S:14][C:15]([CH2:18][CH2:19][C:20]([O:22][CH3:23])=[O:21])=[CH:16][CH:17]=1)=[O:12])([CH3:5])([CH3:4])[CH3:3].C(N(CC)CC)C.[C:33]([C:37]1[CH:42]=[CH:41][C:40]([S:43](Cl)(=[O:45])=[O:44])=[CH:39][CH:38]=1)([CH3:36])([CH3:35])[CH3:34], predict the reaction product. The product is: [C:2]([O:6][C:7](=[O:25])[C@@H:8]([NH:24][S:43]([C:40]1[CH:41]=[CH:42][C:37]([C:33]([CH3:36])([CH3:35])[CH3:34])=[CH:38][CH:39]=1)(=[O:45])=[O:44])[CH2:9][NH:10][C:11]([C:13]1[S:14][C:15]([CH2:18][CH2:19][C:20]([O:22][CH3:23])=[O:21])=[CH:16][CH:17]=1)=[O:12])([CH3:5])([CH3:3])[CH3:4].